This data is from Forward reaction prediction with 1.9M reactions from USPTO patents (1976-2016). The task is: Predict the product of the given reaction. (1) Given the reactants Cl.[OH:2][CH2:3][C:4]1[C:9]([OH:10])=[CH:8][CH:7]=[CH:6][N:5]=1.[O:11](C(OC(C)(C)C)=O)[C:12]([O:14][C:15]([CH3:18])([CH3:17])[CH3:16])=O.CCN(C(C)C)C(C)C, predict the reaction product. The product is: [C:15]([O:14][C:12]([N:5]1[CH2:6][CH2:7][CH2:8][CH:9]([OH:10])[CH:4]1[CH2:3][OH:2])=[O:11])([CH3:18])([CH3:17])[CH3:16]. (2) Given the reactants [OH:1]OS([O-])=O.[K+].[CH3:7][S:8][CH2:9][CH2:10][N:11]([CH2:24][C:25]1[CH:30]=[CH:29][C:28]([F:31])=[CH:27][CH:26]=1)[C:12]1[CH:17]=[CH:16][C:15]([S:18]([NH:21][CH2:22][CH3:23])(=[O:20])=[O:19])=[CH:14][CH:13]=1.[OH2:32], predict the reaction product. The product is: [CH3:7][S:8]([CH2:9][CH2:10][N:11]([CH2:24][C:25]1[CH:26]=[CH:27][C:28]([F:31])=[CH:29][CH:30]=1)[C:12]1[CH:13]=[CH:14][C:15]([S:18]([NH:21][CH2:22][CH3:23])(=[O:19])=[O:20])=[CH:16][CH:17]=1)(=[O:1])=[O:32]. (3) Given the reactants C(OC([NH:8][C@H:9]([C:14]([NH:16][C@@H:17]1[C:23](=[O:24])[NH:22][C:21]2[CH:25]=[CH:26][CH:27]=[CH:28][C:20]=2[O:19][C@@H:18]1[C:29]1[CH:34]=[CH:33][CH:32]=[CH:31][CH:30]=1)=[O:15])[CH2:10][CH:11]([CH3:13])[CH3:12])=O)(C)(C)C.FC(F)(F)C(O)=O, predict the reaction product. The product is: [O:24]=[C:23]1[NH:22][C:21]2[CH:25]=[CH:26][CH:27]=[CH:28][C:20]=2[O:19][C@H:18]([C:29]2[CH:34]=[CH:33][CH:32]=[CH:31][CH:30]=2)[C@@H:17]1[NH:16][C:14](=[O:15])[C@H:9]([CH2:10][CH:11]([CH3:12])[CH3:13])[NH2:8].